Dataset: NCI-60 drug combinations with 297,098 pairs across 59 cell lines. Task: Regression. Given two drug SMILES strings and cell line genomic features, predict the synergy score measuring deviation from expected non-interaction effect. (1) Drug 1: CC(C1=C(C=CC(=C1Cl)F)Cl)OC2=C(N=CC(=C2)C3=CN(N=C3)C4CCNCC4)N. Drug 2: C1=CC(=CC=C1CCC2=CNC3=C2C(=O)NC(=N3)N)C(=O)NC(CCC(=O)O)C(=O)O. Cell line: T-47D. Synergy scores: CSS=4.97, Synergy_ZIP=-0.545, Synergy_Bliss=1.23, Synergy_Loewe=-0.958, Synergy_HSA=-0.389. (2) Drug 1: CC1CCCC2(C(O2)CC(NC(=O)CC(C(C(=O)C(C1O)C)(C)C)O)C(=CC3=CSC(=N3)C)C)C. Drug 2: COCCOC1=C(C=C2C(=C1)C(=NC=N2)NC3=CC=CC(=C3)C#C)OCCOC.Cl. Cell line: HT29. Synergy scores: CSS=28.8, Synergy_ZIP=6.55, Synergy_Bliss=16.1, Synergy_Loewe=-39.6, Synergy_HSA=-0.511. (3) Drug 1: CC12CCC3C(C1CCC2O)C(CC4=C3C=CC(=C4)O)CCCCCCCCCS(=O)CCCC(C(F)(F)F)(F)F. Drug 2: C(CN)CNCCSP(=O)(O)O. Cell line: EKVX. Synergy scores: CSS=-1.29, Synergy_ZIP=2.34, Synergy_Bliss=0.813, Synergy_Loewe=-0.710, Synergy_HSA=-1.94.